From a dataset of Peptide-MHC class I binding affinity with 185,985 pairs from IEDB/IMGT. Regression. Given a peptide amino acid sequence and an MHC pseudo amino acid sequence, predict their binding affinity value. This is MHC class I binding data. The peptide sequence is YTVKSPNL. The MHC is H-2-Kb with pseudo-sequence H-2-Kb. The binding affinity (normalized) is 0.513.